Dataset: Reaction yield outcomes from USPTO patents with 853,638 reactions. Task: Predict the reaction yield, written as a fraction of the theoretical maximum amount of product (1.0 means a 100% yield; for example, 0.34 means a 34% yield). (1) The reactants are [CH3:1][C:2]1[CH:41]=[C:40]([CH3:42])[CH:39]=[CH:38][C:3]=1[O:4][CH2:5][C@H:6]([OH:37])[CH2:7][NH:8][C:9]1[CH:14]=[CH:13][NH:12][C:11](=[O:15])[C:10]=1[C:16]1[NH:17][C:18]2[C:26]([N:27]=1)=[CH:25][C:24]1[C:23](=O)[N:22]([CH:29]3[CH2:34][CH2:33][N:32]([CH3:35])[CH2:31][CH2:30]3)[C:21](=[O:36])[C:20]=1[CH:19]=2. The catalyst is CC(O)=O.[Zn]. The product is [CH3:1][C:2]1[CH:41]=[C:40]([CH3:42])[CH:39]=[CH:38][C:3]=1[O:4][CH2:5][C@H:6]([OH:37])[CH2:7][NH:8][C:9]1[CH:14]=[CH:13][NH:12][C:11](=[O:15])[C:10]=1[C:16]1[NH:17][C:18]2[C:26](=[CH:25][C:24]3[CH2:23][N:22]([CH:29]4[CH2:30][CH2:31][N:32]([CH3:35])[CH2:33][CH2:34]4)[C:21](=[O:36])[C:20]=3[CH:19]=2)[N:27]=1. The yield is 0.840. (2) The reactants are CC1(C)[O:6][C@@H:5]([C:7]2[N:12]=[C:11]([C:13]3[CH:32]=[CH:31][C:16]([O:17][C:18]4[CH:23]=[CH:22][C:21]([F:24])=[CH:20][C:19]=4[C:25](=[O:30])[C:26]([F:29])([F:28])[F:27])=[CH:15][CH:14]=3)[CH:10]=[CH:9][CH:8]=2)[CH2:4][O:3]1.[BH-](OC(C)=O)(OC(C)=O)OC(C)=O.[Na+]. The catalyst is C(Cl)(Cl)Cl. The product is [F:24][C:21]1[CH:22]=[CH:23][C:18]([O:17][C:16]2[CH:15]=[CH:14][C:13]([C:11]3[N:12]=[C:7]([C@H:5]([OH:6])[CH2:4][OH:3])[CH:8]=[CH:9][CH:10]=3)=[CH:32][CH:31]=2)=[C:19]([CH:25]([OH:30])[C:26]([F:27])([F:28])[F:29])[CH:20]=1. The yield is 0.500. (3) The reactants are [I-].[Cl:2][C:3]1[CH:8]=[CH:7][C:6]([C:9]2([CH2:12][N+:13]3([CH2:18][CH3:19])[CH2:17][CH2:16][CH2:15][CH2:14]3)[CH2:11][CH2:10]2)=[CH:5][CH:4]=1.[OH2:20]. No catalyst specified. The product is [OH-:20].[Cl:2][C:3]1[CH:8]=[CH:7][C:6]([C:9]2([CH2:12][N+:13]3([CH2:18][CH3:19])[CH2:17][CH2:16][CH2:15][CH2:14]3)[CH2:10][CH2:11]2)=[CH:5][CH:4]=1. The yield is 0.960. (4) The reactants are [F:1][C:2]1[C:7]([F:8])=[C:6]([N+:9]([O-])=O)[CH:5]=[CH:4][C:3]=1[O:12][CH3:13].Cl[Sn]Cl.Cl.C(OCC)(=O)C. The catalyst is CCO.O. The product is [F:8][C:7]1[C:2]([F:1])=[C:3]([O:12][CH3:13])[CH:4]=[CH:5][C:6]=1[NH2:9]. The yield is 0.900. (5) The reactants are [Br:1][C:2]1[CH:7]=[CH:6][C:5]([S:8]([NH:11][C:12]2[CH:13]=[N:14][CH:15]=[C:16](Br)[CH:17]=2)(=[O:10])=[O:9])=[C:4]([Cl:19])[CH:3]=1.[B:20]1([B:20]2[O:24][C:23]([CH3:26])([CH3:25])[C:22]([CH3:28])([CH3:27])[O:21]2)[O:24][C:23]([CH3:26])([CH3:25])[C:22]([CH3:28])([CH3:27])[O:21]1.C([O-])(=O)C.[K+]. The catalyst is O1CCOCC1.C1C=CC(P(C2C=CC=CC=2)[C-]2C=CC=C2)=CC=1.C1C=CC(P(C2C=CC=CC=2)[C-]2C=CC=C2)=CC=1.Cl[Pd]Cl.[Fe+2].C(Cl)Cl. The product is [Br:1][C:2]1[CH:7]=[CH:6][C:5]([S:8]([NH:11][C:12]2[CH:13]=[N:14][CH:15]=[C:16]([B:20]3[O:24][C:23]([CH3:26])([CH3:25])[C:22]([CH3:28])([CH3:27])[O:21]3)[CH:17]=2)(=[O:10])=[O:9])=[C:4]([Cl:19])[CH:3]=1. The yield is 0.400. (6) The reactants are O[CH:2]([C:4]1[O:5][C:6](=[O:28])[C:7]2[C:12]([C:13]=1[C:14]1[CH:19]=[CH:18][CH:17]=[C:16]([CH2:20][N:21]3[CH2:26][CH2:25][N:24]([CH3:27])[CH2:23][CH2:22]3)[CH:15]=1)=[CH:11][CH:10]=[CH:9][CH:8]=2)[CH3:3].[F:29][C:30]1[CH:31]=[C:32]([C:38]2[C:46]3[C:41](=[N:42][CH:43]=[N:44][C:45]=3[NH2:47])[NH:40][N:39]=2)[CH:33]=[C:34]([O:36][CH3:37])[CH:35]=1. No catalyst specified. The product is [NH2:47][C:45]1[N:44]=[CH:43][N:42]=[C:41]2[N:40]([CH:2]([C:4]3[O:5][C:6](=[O:28])[C:7]4[C:12]([C:13]=3[C:14]3[CH:19]=[CH:18][CH:17]=[C:16]([CH2:20][N:21]5[CH2:26][CH2:25][N:24]([CH3:27])[CH2:23][CH2:22]5)[CH:15]=3)=[CH:11][CH:10]=[CH:9][CH:8]=4)[CH3:3])[N:39]=[C:38]([C:32]3[CH:33]=[C:34]([O:36][CH3:37])[CH:35]=[C:30]([F:29])[CH:31]=3)[C:46]=12. The yield is 0.342. (7) The reactants are [CH2:1]([O:8][C:9]1[CH:14]=[C:13]([O:15][CH2:16][C:17]2[CH:22]=[CH:21][CH:20]=[CH:19][CH:18]=2)[C:12]([Cl:23])=[CH:11][C:10]=1[C:24]1[CH:28]=[CH:27][NH:26][N:25]=1)[C:2]1[CH:7]=[CH:6][CH:5]=[CH:4][CH:3]=1.[I:29]N1C(=O)CCC1=O. The catalyst is C(Cl)Cl. The product is [CH2:1]([O:8][C:9]1[CH:14]=[C:13]([O:15][CH2:16][C:17]2[CH:22]=[CH:21][CH:20]=[CH:19][CH:18]=2)[C:12]([Cl:23])=[CH:11][C:10]=1[C:24]1[C:28]([I:29])=[CH:27][NH:26][N:25]=1)[C:2]1[CH:3]=[CH:4][CH:5]=[CH:6][CH:7]=1. The yield is 0.970.